This data is from Reaction yield outcomes from USPTO patents with 853,638 reactions. The task is: Predict the reaction yield, written as a fraction of the theoretical maximum amount of product (1.0 means a 100% yield; for example, 0.34 means a 34% yield). The reactants are [I:1][C:2]1[CH:3]=[C:4]2[C:8](=[CH:9][CH:10]=1)[N:7]([CH:11]1[CH2:16][CH2:15][CH2:14][CH2:13][O:12]1)[N:6]=[C:5]2[C:17](N(OC)C)=[O:18].[H-].[H-].[H-].[H-].[Li+].[Al+3].[Cl-].[NH4+]. The catalyst is C1COCC1. The product is [I:1][C:2]1[CH:3]=[C:4]2[C:8](=[CH:9][CH:10]=1)[N:7]([CH:11]1[CH2:16][CH2:15][CH2:14][CH2:13][O:12]1)[N:6]=[C:5]2[CH:17]=[O:18]. The yield is 0.930.